Task: Predict the reactants needed to synthesize the given product.. Dataset: Full USPTO retrosynthesis dataset with 1.9M reactions from patents (1976-2016) Given the product [CH3:18][N:17]([CH2:16][C:8]1[N:7]([CH2:6][C:5]2[CH:4]=[CH:3][C:2]([OH:1])=[CH:20][CH:19]=2)[C:15]2[C:10]([CH:9]=1)=[CH:11][CH:12]=[CH:13][CH:14]=2)[C:49]([C:46]1[CH:47]=[CH:48][C:38]2[NH:37][C@H:36]([CH2:35][OH:34])[C:42](=[O:43])[N:41]([CH3:44])[CH2:40][C:39]=2[CH:45]=1)=[O:50], predict the reactants needed to synthesize it. The reactants are: [OH:1][C:2]1[CH:20]=[CH:19][C:5]([CH2:6][N:7]2[C:15]3[C:10](=[CH:11][CH:12]=[CH:13][CH:14]=3)[CH:9]=[C:8]2[CH2:16][NH:17][CH3:18])=[CH:4][CH:3]=1.CN1C2C(=CC=CC=2)C=C1CNC.[OH:34][CH2:35][C@@H:36]1[C:42](=[O:43])[N:41]([CH3:44])[CH2:40][C:39]2[CH:45]=[C:46]([C:49](O)=[O:50])[CH:47]=[CH:48][C:38]=2[NH:37]1.C(C[C@@H]1C(=O)N(C)CC2C=C(C(O)=O)C=CC=2N1)(OC)=O.